This data is from Forward reaction prediction with 1.9M reactions from USPTO patents (1976-2016). The task is: Predict the product of the given reaction. (1) Given the reactants [CH3:1][C:2]([CH3:21])([CH3:20])[CH2:3][C:4]1[O:5][C:6]2[CH:12]=[CH:11][C:10]([CH:13]=[CH:14][C:15]([O:17][CH2:18][CH3:19])=[O:16])=[CH:9][C:7]=2[N:8]=1, predict the reaction product. The product is: [CH3:1][C:2]([CH3:20])([CH3:21])[CH2:3][C:4]1[O:5][C:6]2[CH:12]=[CH:11][C:10]([CH2:13][CH2:14][C:15]([O:17][CH2:18][CH3:19])=[O:16])=[CH:9][C:7]=2[N:8]=1. (2) Given the reactants [C:1]1([NH:7][C:8]2[CH:13]=[CH:12][CH:11]=[CH:10][CH:9]=2)[CH:6]=[CH:5][CH:4]=[CH:3][CH:2]=1.[CH3:14][C:15]([CH3:18])([O-])[CH3:16].[Na+].[C:20]1([CH3:26])[CH:25]=[CH:24][CH:23]=[CH:22][CH:21]=1, predict the reaction product. The product is: [CH:14]1[C:25]2[C:20](=[CH:21][CH:22]=[CH:23][CH:24]=2)[CH:26]=[CH:16][C:15]=1[C:18]1[C:6]2[C:1](=[CH:2][CH:3]=[CH:4][CH:5]=2)[C:26]([N:7]([C:1]2[CH:2]=[CH:3][CH:4]=[CH:5][CH:6]=2)[C:8]2[CH:9]=[CH:10][CH:11]=[CH:12][CH:13]=2)=[C:20]2[C:25]=1[CH:24]=[CH:23][CH:22]=[CH:21]2. (3) The product is: [CH3:1][C:2]1([CH3:29])[O:6][C:5](=[O:7])/[C:4](=[CH:8]/[C:9]([OH:11])=[O:10])/[O:3]1. Given the reactants [CH3:1][C:2]1([CH3:29])[O:6][C:5](=[O:7])/[C:4](=[CH:8]/[C:9]([O:11][Si](C(C)(C)C)(C2C=CC=CC=2)C2C=CC=CC=2)=[O:10])/[O:3]1.C(O)(=O)C.[F-].C([N+](CCCC)(CCCC)CCCC)CCC, predict the reaction product. (4) Given the reactants [NH2:1][C:2]1[CH:21]=[CH:20][C:5]([O:6][CH:7]2[CH2:12][CH2:11][N:10]([C:13]([O:15][C:16]([CH3:19])([CH3:18])[CH3:17])=[O:14])[CH2:9]C2)=[CH:4][CH:3]=1.[CH3:22][C:23]1[N:28]=[N:27][C:26]([N:29]2[CH2:32][CH:31]([C:33](O)=[O:34])[CH2:30]2)=[CH:25][CH:24]=1.C(OC(N1CC(C(O)=O)C1)=O)C1C=CC=CC=1, predict the reaction product. The product is: [CH3:22][C:23]1[N:28]=[N:27][C:26]([N:29]2[CH2:32][CH:31]([C:33]([NH:1][C:2]3[CH:3]=[CH:4][C:5]([O:6][C@@H:7]4[CH2:12][CH2:11][N:10]([C:13]([O:15][C:16]([CH3:17])([CH3:18])[CH3:19])=[O:14])[CH2:9]4)=[CH:20][CH:21]=3)=[O:34])[CH2:30]2)=[CH:25][CH:24]=1. (5) Given the reactants [CH3:1][O:2][C:3]([C:5]1[C:10]([Cl:11])=[C:9]([NH2:12])[N:8]=[C:7]([C:13]2[CH:18]=[CH:17][C:16]([Cl:19])=[C:15]([S:20][CH3:21])[C:14]=2[F:22])[N:6]=1)=[O:4].OO.S([O-])([O-])=[O:26].[Na+].[Na+], predict the reaction product. The product is: [CH3:1][O:2][C:3]([C:5]1[C:10]([Cl:11])=[C:9]([NH2:12])[N:8]=[C:7]([C:13]2[CH:18]=[CH:17][C:16]([Cl:19])=[C:15]([S:20]([CH3:21])=[O:26])[C:14]=2[F:22])[N:6]=1)=[O:4].